The task is: Regression. Given two drug SMILES strings and cell line genomic features, predict the synergy score measuring deviation from expected non-interaction effect.. This data is from NCI-60 drug combinations with 297,098 pairs across 59 cell lines. Drug 1: C1=CC(=C2C(=C1NCCNCCO)C(=O)C3=C(C=CC(=C3C2=O)O)O)NCCNCCO. Drug 2: B(C(CC(C)C)NC(=O)C(CC1=CC=CC=C1)NC(=O)C2=NC=CN=C2)(O)O. Cell line: EKVX. Synergy scores: CSS=19.3, Synergy_ZIP=-4.58, Synergy_Bliss=-2.58, Synergy_Loewe=-0.0909, Synergy_HSA=-0.927.